This data is from Experimentally validated miRNA-target interactions with 360,000+ pairs, plus equal number of negative samples. The task is: Binary Classification. Given a miRNA mature sequence and a target amino acid sequence, predict their likelihood of interaction. The miRNA is hsa-miR-2276-5p with sequence GCCCUCUGUCACCUUGCAGACG. The protein sequence of the target gene is MRGYLVAIFLSAVFLYYVLHCILWGTNVYWVAPVEMKRRNKIQPCLSKPAFASLLRFHQFHPFLCAADFRKIASLYGSDKFDLPYGMRTSAEYFRLALSKLQSCDLFDEFDNIPCKKCVVVGNGGVLKNKTLGEKIDSYDVIIRMNNGPVLGHEEEVGRRTTFRLFYPESVFSDPIHNDPNTTVILTAFKPHDLRWLLELLMGDKINTNGFWKKPALNLIYKPYQIRILDPFIIRTAAYELLHFPKVFPKNQKPKHPTTGIIAITLAFYICHEVHLAGFKYNFSDLKSPLHYYGNATMSL.... Result: 0 (no interaction).